Dataset: Catalyst prediction with 721,799 reactions and 888 catalyst types from USPTO. Task: Predict which catalyst facilitates the given reaction. (1) Reactant: [H-].[Na+].[C:3]([NH:6][CH:7]([C:13]([O:15][CH2:16][CH3:17])=[O:14])[C:8]([O:10][CH2:11][CH3:12])=[O:9])(=[O:5])[CH3:4].Br[CH:19]1[CH2:27][C:26]2[C:21](=[CH:22][CH:23]=[C:24]([CH2:28][CH2:29][CH2:30][CH2:31][CH2:32][CH2:33][CH2:34][CH3:35])[CH:25]=2)[C:20]1=[O:36]. Product: [CH2:11]([O:10][C:8](=[O:9])[C:7]([NH:6][C:3](=[O:5])[CH3:4])([CH:19]1[CH2:27][C:26]2[C:21](=[CH:22][CH:23]=[C:24]([CH2:28][CH2:29][CH2:30][CH2:31][CH2:32][CH2:33][CH2:34][CH3:35])[CH:25]=2)[C:20]1=[O:36])[C:13]([O:15][CH2:16][CH3:17])=[O:14])[CH3:12]. The catalyst class is: 3. (2) Product: [CH3:15][N:16]1[C:20]2[CH:21]=[CH:22][C:23]([N:25]3[CH:30]=[C:29]([C:31]([NH:48][C@H:49]([C:51]([O:53][CH3:54])=[O:52])[CH3:50])=[O:33])[C:28](=[O:34])[N:27]([CH2:35][C:36]4[CH:41]=[CH:40][CH:39]=[C:38]([C:42]([F:45])([F:44])[F:43])[C:37]=4[CH3:46])[C:26]3=[O:47])=[CH:24][C:19]=2[N:18]=[CH:17]1. Reactant: C(Cl)CCl.C1C=CC2N(O)N=NC=2C=1.[CH3:15][N:16]1[C:20]2[CH:21]=[CH:22][C:23]([N:25]3[CH:30]=[C:29]([C:31]([OH:33])=O)[C:28](=[O:34])[N:27]([CH2:35][C:36]4[CH:41]=[CH:40][CH:39]=[C:38]([C:42]([F:45])([F:44])[F:43])[C:37]=4[CH3:46])[C:26]3=[O:47])=[CH:24][C:19]=2[N:18]=[CH:17]1.[NH2:48][C@H:49]([C:51]([O:53][CH3:54])=[O:52])[CH3:50].C(N(CC)C(C)C)(C)C. The catalyst class is: 18. (3) Reactant: [CH3:1][O:2][C:3]([C:5]1[CH:10]=[CH:9][CH:8]=[C:7]([C:11]2[O:15][C:14]([CH:16]([OH:33])[CH2:17][CH2:18][CH2:19][CH:20]3[CH2:25][CH2:24][N:23]([C:26](OC(C)(C)C)=O)[CH2:22][CH2:21]3)=[N:13][CH:12]=2)[N:6]=1)=[O:4].COC(C1C=CC=C(C2OC(C(O[Si](C(C)(C)C)(C)C)[CH2:50][CH2:51][CH2:52][CH:53]3[CH2:58][CH2:57]N(C(OC(C)(C)C)=O)[CH2:55][CH2:54]3)=NC=2)N=1)=O.[F-].[CH2:75]([N+](CCCC)(CCCC)CCCC)CCC. Product: [CH3:1][O:2][C:3]([C:5]1[CH:10]=[CH:9][CH:8]=[C:7]([C:11]2[O:15][C:14]([C:16](=[O:33])[CH2:17][CH2:18][CH2:19][CH:20]3[CH2:25][CH2:24][N:23]([CH2:26][C:50]4[CH:51]=[CH:52][C:53]([CH:54]([CH3:55])[CH3:75])=[CH:58][CH:57]=4)[CH2:22][CH2:21]3)=[N:13][CH:12]=2)[N:6]=1)=[O:4]. The catalyst class is: 76. (4) Reactant: Cl[C:2]1[CH:7]=[C:6]([C:8]2[S:9][CH:10]=[CH:11][N:12]=2)[C:5]([Cl:13])=[CH:4][N:3]=1.[CH:14]1([NH:17][C:18]2[N:19]=[CH:20][C:21]3[CH2:27][NH:26][CH2:25][CH2:24][C:22]=3[N:23]=2)[CH2:16][CH2:15]1.CCOC(C)=O.O. Product: [Cl:13][C:5]1[C:6]([C:8]2[S:9][CH:10]=[CH:11][N:12]=2)=[CH:7][C:2]([N:26]2[CH2:25][CH2:24][C:22]3[N:23]=[C:18]([NH:17][CH:14]4[CH2:15][CH2:16]4)[N:19]=[CH:20][C:21]=3[CH2:27]2)=[N:3][CH:4]=1. The catalyst class is: 16. (5) Reactant: CC1(C)[O:9][C:8](=[O:10])[C:5]2([CH2:7][CH2:6]2)[C:4](=[O:11])O1.[F:13][C:14]1[CH:20]=[CH:19][C:17]([NH2:18])=[CH:16][CH:15]=1. Product: [F:13][C:14]1[CH:20]=[CH:19][C:17]([N:18]2[CH2:6][CH2:7][CH:5]([C:8]([OH:9])=[O:10])[C:4]2=[O:11])=[CH:16][CH:15]=1. The catalyst class is: 3. (6) Reactant: Br[C:2]1[C:3]([NH:10][CH2:11][C:12]([CH3:15])([CH3:14])[CH3:13])=[N:4][C:5]([C:8]#[N:9])=[N:6][CH:7]=1.[CH2:16]([N:19]1[CH2:24][CH2:23][S:22](=[O:26])(=[O:25])[CH2:21][CH2:20]1)[C:17]#[CH:18].C(N(CC)CC)C. The catalyst class is: 122. Product: [CH3:13][C:12]([CH3:15])([CH3:14])[CH2:11][N:10]1[C:3]2[N:4]=[C:5]([C:8]#[N:9])[N:6]=[CH:7][C:2]=2[CH:18]=[C:17]1[CH2:16][N:19]1[CH2:20][CH2:21][S:22](=[O:25])(=[O:26])[CH2:23][CH2:24]1. (7) Reactant: [NH2:1][C:2]1[N:7]=[CH:6][N:5]=[C:4]2[N:8]([C@@H:24]3[CH2:29][CH2:28][CH2:27][NH:26][CH2:25]3)[N:9]=[C:10]([C:11]([NH:13][C:14]3[O:15][C:16]4[CH:22]=[CH:21][C:20]([F:23])=[CH:19][C:17]=4[N:18]=3)=[O:12])[C:3]=12.C(=O)([O-])[O-].[K+].[K+].[C:36](Cl)(=[O:39])[CH:37]=[CH2:38].Cl. Product: [C:36]([N:26]1[CH2:27][CH2:28][CH2:29][C@@H:24]([N:8]2[C:4]3=[N:5][CH:6]=[N:7][C:2]([NH2:1])=[C:3]3[C:10]([C:11]([NH:13][C:14]3[O:15][C:16]4[CH:22]=[CH:21][C:20]([F:23])=[CH:19][C:17]=4[N:18]=3)=[O:12])=[N:9]2)[CH2:25]1)(=[O:39])[CH:37]=[CH2:38]. The catalyst class is: 179.